This data is from Reaction yield outcomes from USPTO patents with 853,638 reactions. The task is: Predict the reaction yield, written as a fraction of the theoretical maximum amount of product (1.0 means a 100% yield; for example, 0.34 means a 34% yield). (1) The reactants are [OH:1][CH2:2][CH:3]([N:6]1[CH2:15][CH2:14][C:13]2[C:8](=[CH:9][CH:10]=[C:11]([C:17]3[N:21]=[C:20]([C:22]4[CH:23]=[CH:24][C:25]([O:30][CH:31]([CH3:33])[CH3:32])=[C:26]([CH:29]=4)[C:27]#[N:28])[O:19][N:18]=3)[C:12]=2[CH3:16])[CH2:7]1)[CH2:4][OH:5].[ClH:34].CCOCC. The catalyst is C(Cl)Cl.C(O)(C)C. The product is [ClH:34].[OH:5][CH2:4][CH:3]([N:6]1[CH2:15][CH2:14][C:13]2[C:8](=[CH:9][CH:10]=[C:11]([C:17]3[N:21]=[C:20]([C:22]4[CH:23]=[CH:24][C:25]([O:30][CH:31]([CH3:33])[CH3:32])=[C:26]([CH:29]=4)[C:27]#[N:28])[O:19][N:18]=3)[C:12]=2[CH3:16])[CH2:7]1)[CH2:2][OH:1]. The yield is 0.450. (2) The reactants are Cl.[NH2:2][OH:3].[OH-].[K+].[C:6]12([NH:16][CH2:17][C:18]3[CH:19]=[C:20](/[CH:24]=C/C(OC)=O)[N:21]([CH3:23])[CH:22]=3)[CH2:15][CH:10]3[CH2:11][CH:12]([CH2:14][CH:8]([CH2:9]3)[CH2:7]1)[CH2:13]2.[C:30]([OH:33])(=O)[CH3:31]. The catalyst is CO.C(Cl)Cl.O. The product is [C:6]12([NH:16][CH2:17][C:18]3[CH:19]=[C:20](/[CH:24]=[CH:31]/[C:30]([NH:2][OH:3])=[O:33])[N:21]([CH3:23])[CH:22]=3)[CH2:15][CH:10]3[CH2:11][CH:12]([CH2:14][CH:8]([CH2:9]3)[CH2:7]1)[CH2:13]2. The yield is 0.200. (3) The reactants are [N:1]1[C:10]2[C:5](=[CH:6][CH:7]=[CH:8][CH:9]=2)[CH:4]=[N:3][C:2]=1[NH:11][C@H:12]1[CH2:15][C@H:14]([NH:16][C:17]2[C:22]([NH2:23])=[CH:21][N:20]=[CH:19][N:18]=2)[CH2:13]1.C(N(CC)CC)C.[CH:31]1([C:34](Cl)=O)[CH2:33][CH2:32]1. The catalyst is O1CCCC1. The product is [CH:31]1([C:34]2[N:16]([C@H:14]3[CH2:15][C@H:12]([NH:11][C:2]4[N:3]=[CH:4][C:5]5[C:10](=[CH:9][CH:8]=[CH:7][CH:6]=5)[N:1]=4)[CH2:13]3)[C:17]3[C:22]([N:23]=2)=[CH:21][N:20]=[CH:19][N:18]=3)[CH2:33][CH2:32]1. The yield is 0.478. (4) The reactants are [F:1][C:2]1[CH:7]=[C:6]([F:8])[CH:5]=[CH:4][C:3]=1[CH2:9][CH2:10][C:11]([OH:13])=O.CC(C)(C)C(Cl)=O.[Li+].[Cl-].[CH3:23][C@H:24]1[C@@H:28]([C:29]2[CH:34]=[CH:33][CH:32]=[CH:31][CH:30]=2)[O:27][C:26](=[O:35])[NH:25]1. The catalyst is C(N(CC)CC)C.C1COCC1. The product is [F:1][C:2]1[CH:7]=[C:6]([F:8])[CH:5]=[CH:4][C:3]=1[CH2:9][CH2:10][C:11]([N:25]1[C@H:24]([CH3:23])[C@H:28]([C:29]2[CH:34]=[CH:33][CH:32]=[CH:31][CH:30]=2)[O:27][C:26]1=[O:35])=[O:13]. The yield is 0.990. (5) The reactants are C[Si]([N-][Si](C)(C)C)(C)C.[Li+].[CH3:11][C:12]1[CH:17]=[CH:16][N:15]=[CH:14][N:13]=1.[O:18]1[CH:22]=[CH:21][CH:20]=[C:19]1[C:23](OCC)=[O:24].CCCCCC. The catalyst is O1CCCC1. The product is [O:18]1[CH:22]=[CH:21][CH:20]=[C:19]1[C:23](=[O:24])[CH2:11][C:12]1[CH:17]=[CH:16][N:15]=[CH:14][N:13]=1. The yield is 0.930. (6) The reactants are [C-:1]#[N:2].[K+].[C:4]([O:8][C:9]([O:11][N:12]1[C:20]2[C:15](=[CH:16][CH:17]=[C:18]([O:21][CH3:22])[CH:19]=2)[C:14]([CH2:23]Br)=[N:13]1)=[O:10])([CH3:7])([CH3:6])[CH3:5]. The catalyst is O.C(O)C. The product is [C:4]([O:8][C:9]([O:11][N:12]1[C:20]2[C:15](=[CH:16][CH:17]=[C:18]([O:21][CH3:22])[CH:19]=2)[C:14]([CH2:23][C:1]#[N:2])=[N:13]1)=[O:10])([CH3:7])([CH3:6])[CH3:5]. The yield is 0.500.